From a dataset of Catalyst prediction with 721,799 reactions and 888 catalyst types from USPTO. Predict which catalyst facilitates the given reaction. Reactant: [C:1]([O:9][C:10]1[CH:15]=[CH:14][C:13]([NH:16][C:17](=[O:19])[CH3:18])=[C:12]([OH:20])[CH:11]=1)(=[O:8])[C:2]1[CH:7]=[CH:6][CH:5]=[CH:4][CH:3]=1.[N+](C1C=C(S(O[CH2:34][C@:35]2([CH3:38])[CH2:37][O:36]2)(=O)=O)C=CC=1)([O-])=O. Product: [C:1]([O:9][C:10]1[CH:15]=[CH:14][C:13]([NH:16][C:17](=[O:19])[CH3:18])=[C:12]([O:20][CH2:34][C@:35]2([CH3:38])[CH2:37][O:36]2)[CH:11]=1)(=[O:8])[C:2]1[CH:3]=[CH:4][CH:5]=[CH:6][CH:7]=1. The catalyst class is: 60.